Task: Regression. Given a peptide amino acid sequence and an MHC pseudo amino acid sequence, predict their binding affinity value. This is MHC class I binding data.. Dataset: Peptide-MHC class I binding affinity with 185,985 pairs from IEDB/IMGT (1) The peptide sequence is GIYNCCESNI. The MHC is HLA-A02:06 with pseudo-sequence HLA-A02:06. The binding affinity (normalized) is 0.476. (2) The MHC is HLA-A02:02 with pseudo-sequence HLA-A02:02. The peptide sequence is YMISTYPGNT. The binding affinity (normalized) is 0.523. (3) The peptide sequence is QPYLQLQPF. The MHC is HLA-B53:01 with pseudo-sequence HLA-B53:01. The binding affinity (normalized) is 0.430. (4) The peptide sequence is DTPLIPLTIF. The MHC is HLA-A11:01 with pseudo-sequence HLA-A11:01. The binding affinity (normalized) is 0. (5) The peptide sequence is ELVDTTEMY. The MHC is HLA-A26:01 with pseudo-sequence HLA-A26:01. The binding affinity (normalized) is 0.507. (6) The peptide sequence is YIALGRARV. The MHC is HLA-A30:01 with pseudo-sequence HLA-A30:01. The binding affinity (normalized) is 0.0847. (7) The MHC is HLA-A02:02 with pseudo-sequence HLA-A02:02. The peptide sequence is FVYFVETLA. The binding affinity (normalized) is 0.374.